From a dataset of Forward reaction prediction with 1.9M reactions from USPTO patents (1976-2016). Predict the product of the given reaction. (1) Given the reactants [Cl:1][C:2]1[CH:7]=[C:6]([Cl:8])[CH:5]=[CH:4][C:3]=1[C@@:9]1([CH2:28][N:29]2[CH:33]=[CH:32][N:31]=[CH:30]2)[O:13][C@H:12]([CH2:14][O:15][C:16]2[CH:21]=[CH:20][C:19]([N:22]3[CH2:27][CH2:26][NH:25][CH2:24][CH2:23]3)=[CH:18][CH:17]=2)[CH2:11][O:10]1.C(N(CC)CC)C.[CH3:41][S:42](Cl)(=[O:44])=[O:43], predict the reaction product. The product is: [Cl:1][C:2]1[CH:7]=[C:6]([Cl:8])[CH:5]=[CH:4][C:3]=1[C@@:9]1([CH2:28][N:29]2[CH:33]=[CH:32][N:31]=[CH:30]2)[O:13][C@H:12]([CH2:14][O:15][C:16]2[CH:17]=[CH:18][C:19]([N:22]3[CH2:23][CH2:24][N:25]([S:42]([CH3:41])(=[O:44])=[O:43])[CH2:26][CH2:27]3)=[CH:20][CH:21]=2)[CH2:11][O:10]1. (2) Given the reactants [Cl:1][C:2]([F:11])([F:10])[C:3]([F:9])([F:8])[C:4](OC)=[O:5].[CH3:12][C:13]1[CH:18]=[C:17]([CH3:19])[CH:16]=[CH:15][C:14]=1[NH:20][NH2:21], predict the reaction product. The product is: [Cl:1][C:2]([F:11])([F:10])[C:3]([F:9])([F:8])[C:4]([NH:21][NH:20][C:14]1[CH:15]=[CH:16][C:17]([CH3:19])=[CH:18][C:13]=1[CH3:12])=[O:5]. (3) Given the reactants [Cl:1][C:2]1[C:7]([CH2:8]O)=[CH:6][CH:5]=[CH:4][N:3]=1.C1C=CC(P([N:24]=[N+:25]=[N-:26])(C2C=CC=CC=2)=O)=CC=1.C1CCN2C(=NCCC2)CC1.CCOC(C)=O, predict the reaction product. The product is: [N:24]([CH2:8][C:7]1[C:2]([Cl:1])=[N:3][CH:4]=[CH:5][CH:6]=1)=[N+:25]=[N-:26]. (4) Given the reactants [N+:1]([C:4]1[CH:33]=[CH:32][C:7]2[N:8]3[CH2:14][C@H:13]([NH:15][C:16](=[O:22])[O:17][C:18]([CH3:21])([CH3:20])[CH3:19])[C@@H:12]([C:23]4[CH:28]=[C:27]([F:29])[C:26]([F:30])=[CH:25][C:24]=4[F:31])[CH2:11][C:9]3=[N:10][C:6]=2[CH:5]=1)([O-])=O, predict the reaction product. The product is: [NH2:1][C:4]1[CH:33]=[CH:32][C:7]2[N:8]3[CH2:14][C@H:13]([NH:15][C:16](=[O:22])[O:17][C:18]([CH3:21])([CH3:20])[CH3:19])[C@@H:12]([C:23]4[CH:28]=[C:27]([F:29])[C:26]([F:30])=[CH:25][C:24]=4[F:31])[CH2:11][C:9]3=[N:10][C:6]=2[CH:5]=1.